Dataset: Forward reaction prediction with 1.9M reactions from USPTO patents (1976-2016). Task: Predict the product of the given reaction. (1) Given the reactants C1(P(C2CCCCC2)C2C=CC=CC=2C2C(C(C)C)=CC(C(C)C)=CC=2C(C)C)CCCCC1.[O:35]1[CH2:40][CH2:39][N:38]([C:41]2[CH:42]=[C:43]([NH2:47])[CH:44]=[N:45][CH:46]=2)[CH2:37][CH2:36]1.Cl[C:49]1[C:58]2[C:53](=[CH:54][C:55]([F:60])=[CH:56][C:57]=2[F:59])[N:52]=[C:51]([C:61]2[CH:62]=[N:63][C:64]([O:67][CH2:68][CH3:69])=[CH:65][CH:66]=2)[C:50]=1[CH3:70].CC(C)([O-])C.[Na+], predict the reaction product. The product is: [CH2:68]([O:67][C:64]1[N:63]=[CH:62][C:61]([C:51]2[C:50]([CH3:70])=[C:49]([NH:47][C:43]3[CH:44]=[N:45][CH:46]=[C:41]([N:38]4[CH2:39][CH2:40][O:35][CH2:36][CH2:37]4)[CH:42]=3)[C:58]3[C:53](=[CH:54][C:55]([F:60])=[CH:56][C:57]=3[F:59])[N:52]=2)=[CH:66][CH:65]=1)[CH3:69]. (2) Given the reactants [NH2:1][C:2]1[S:3][C:4]2[CH:10]=[C:9]([O:11][C:12]3[CH:13]=[C:14]([NH:19][C:20](=[O:32])[C:21]4[CH:26]=[CH:25][CH:24]=[C:23]([C:27]([C:30]#[N:31])([CH3:29])[CH3:28])[CH:22]=4)[CH:15]=[CH:16][C:17]=3[CH3:18])[CH:8]=[CH:7][C:5]=2[N:6]=1.C([O:36][CH2:37][C:38](Cl)=[O:39])(=O)C.[OH-].[Na+], predict the reaction product. The product is: [C:30]([C:27]([C:23]1[CH:22]=[C:21]([CH:26]=[CH:25][CH:24]=1)[C:20]([NH:19][C:14]1[CH:15]=[CH:16][C:17]([CH3:18])=[C:12]([O:11][C:9]2[CH:8]=[CH:7][C:5]3[N:6]=[C:2]([NH:1][C:37](=[O:36])[CH2:38][OH:39])[S:3][C:4]=3[CH:10]=2)[CH:13]=1)=[O:32])([CH3:29])[CH3:28])#[N:31]. (3) Given the reactants S([O-])(=O)(=O)C.[C:6]([O:10][C:11]([N:13]1[CH2:17][C@@H:16](OS(C)(=O)=O)[CH2:15][C@H:14]1[C:23](=[O:30])[NH:24][C:25]1([C:28]#[N:29])[CH2:27][CH2:26]1)=[O:12])([CH3:9])([CH3:8])[CH3:7].[Cl:31][C:32]1[CH:37]=[C:36]([Cl:38])[CH:35]=[CH:34][C:33]=1[SH:39], predict the reaction product. The product is: [C:6]([O:10][C:11]([N:13]1[CH2:17][C@H:16]([S:39][C:33]2[CH:34]=[CH:35][C:36]([Cl:38])=[CH:37][C:32]=2[Cl:31])[CH2:15][C@H:14]1[C:23](=[O:30])[NH:24][C:25]1([C:28]#[N:29])[CH2:27][CH2:26]1)=[O:12])([CH3:8])([CH3:9])[CH3:7]. (4) The product is: [CH3:18][O:11][N:10]=[C:3]1[C:4]2[CH:9]=[CH:8][CH:7]=[CH:6][C:5]=2[O:1][CH2:2]1. Given the reactants [O:1]1[C:5]2[CH:6]=[CH:7][CH:8]=[CH:9][C:4]=2[C:3](=[N:10][OH:11])[CH2:2]1.[H-].[Na+].S(OC)(O[CH3:18])(=O)=O.O, predict the reaction product. (5) Given the reactants Cl[C:2]1[CH:7]=[CH:6][N+:5]([O-:8])=[CH:4][CH:3]=1.[Cl:9][C:10]1[CH:15]=[C:14]([Cl:16])[CH:13]=[CH:12][C:11]=1B(O)O, predict the reaction product. The product is: [Cl:9][C:10]1[CH:15]=[C:14]([Cl:16])[CH:13]=[CH:12][C:11]=1[C:2]1[CH:7]=[CH:6][N+:5]([O-:8])=[CH:4][CH:3]=1. (6) Given the reactants C(OC([N:8]1[CH2:13][CH2:12][N:11]([C:14]2[CH:19]=[CH:18][C:17]([C:20]3[N:25]4[N:26]=[C:27]([NH:29][C:30]([CH:32]5[CH2:34][CH2:33]5)=[O:31])[N:28]=[C:24]4[CH:23]=[CH:22][CH:21]=3)=[CH:16][CH:15]=2)[CH2:10][CH2:9]1)=O)(C)(C)C.C(=O)([O-])O.[Na+], predict the reaction product. The product is: [N:11]1([C:14]2[CH:15]=[CH:16][C:17]([C:20]3[N:25]4[N:26]=[C:27]([NH:29][C:30]([CH:32]5[CH2:33][CH2:34]5)=[O:31])[N:28]=[C:24]4[CH:23]=[CH:22][CH:21]=3)=[CH:18][CH:19]=2)[CH2:10][CH2:9][NH:8][CH2:13][CH2:12]1.